Dataset: Forward reaction prediction with 1.9M reactions from USPTO patents (1976-2016). Task: Predict the product of the given reaction. Given the reactants [Cl:1][C:2]1[CH:3]=[C:4]([C:12]2[O:16][N:15]=[C:14]([CH:17]=[O:18])[CH:13]=2)[CH:5]=[CH:6][C:7]=1[O:8][CH:9]([CH3:11])[CH3:10].[Br-].[C:20]([C:22]1[CH:29]=[CH:28][C:25]([CH2:26][Zn+])=[CH:24][CH:23]=1)#[N:21].CCOC(C)=O.CCCCCCC, predict the reaction product. The product is: [Cl:1][C:2]1[CH:3]=[C:4]([C:12]2[O:16][N:15]=[C:14]([CH:17]([OH:18])[CH2:26][C:25]3[CH:28]=[CH:29][C:22]([C:20]#[N:21])=[CH:23][CH:24]=3)[CH:13]=2)[CH:5]=[CH:6][C:7]=1[O:8][CH:9]([CH3:11])[CH3:10].